This data is from Full USPTO retrosynthesis dataset with 1.9M reactions from patents (1976-2016). The task is: Predict the reactants needed to synthesize the given product. (1) Given the product [CH2:12]([O:14][C:15]([C:17]1([NH:22][C:9]([CH:6]2[CH2:5][CH:4]3[CH2:8][CH:7]2[C:2](=[O:1])[O:3]3)=[O:11])[CH2:19][CH:18]1[CH:20]=[CH2:21])=[O:16])[CH3:13], predict the reactants needed to synthesize it. The reactants are: [O:1]=[C:2]1[CH:7]2[CH2:8][CH:4]([CH2:5][CH:6]2[C:9]([OH:11])=O)[O:3]1.[CH2:12]([O:14][C:15]([C:17]1([NH2:22])[CH2:19][CH:18]1[CH:20]=[CH2:21])=[O:16])[CH3:13].CN(C(ON1N=NC2C=CC=NC1=2)=[N+](C)C)C.F[P-](F)(F)(F)(F)F.CCN(C(C)C)C(C)C. (2) Given the product [C:1]([O:5][C:6]([NH:8][CH2:9][C:11]1[NH:12][C:40]([C:42]2[C:51]([F:52])=[CH:50][CH:49]=[C:48]3[C:43]=2[N:44]=[C:45]([NH:54][C:55]([CH3:58])([CH3:57])[CH3:56])[C:46]([CH3:53])=[N:47]3)=[CH:39][C:15]=1[C:16]([O:18][CH2:19][CH3:20])=[O:17])=[O:7])([CH3:4])([CH3:3])[CH3:2], predict the reactants needed to synthesize it. The reactants are: [C:1]([O:5][C:6]([NH:8][CH:9]([C:11]1[NH:12]C(C2C=CC=C3C=2N=C(NCC(F)(F)F)C(C)=N3)=C[C:15]=1[C:16]([O:18][CH2:19][CH3:20])=[O:17])C)=[O:7])([CH3:4])([CH3:3])[CH3:2].Br[CH2:39][C:40]([C:42]1[C:51]([F:52])=[CH:50][CH:49]=[C:48]2[C:43]=1[N:44]=[C:45]([NH:54][C:55]([CH3:58])([CH3:57])[CH3:56])[C:46]([CH3:53])=[N:47]2)=O.C(OC(NCC(=O)CC(OCC)=O)=O)(C)(C)C.C([O-])([O-])=O.[K+].[K+].C(OC(NCC(=O)C(CC(C1C(F)=CC=C2C=1N=C(NC(C)(C)C)C(C)=N2)=O)C(OCC)=O)=O)(C)(C)C. (3) The reactants are: Cl[C:2]1[C:21]([C:22]2[N:26](C3CCCCO3)[N:25]=[CH:24][CH:23]=2)=[CH:20][C:5]([C:6]([NH:8][C:9]2[CH:14]=[CH:13][C:12]([O:15][C:16]([Cl:19])([F:18])[F:17])=[CH:11][CH:10]=2)=[O:7])=[CH:4][N:3]=1.[CH2:33]1[C:36]2([CH2:40][CH2:39][NH:38][CH2:37]2)[CH2:35][N:34]1C(OC(C)(C)C)=O. Given the product [Cl:19][C:16]([F:18])([F:17])[O:15][C:12]1[CH:11]=[CH:10][C:9]([NH:8][C:6](=[O:7])[C:5]2[CH:20]=[C:21]([C:22]3[NH:26][N:25]=[CH:24][CH:23]=3)[C:2]([N:38]3[CH2:39][CH2:40][C:36]4([CH2:33][NH:34][CH2:35]4)[CH2:37]3)=[N:3][CH:4]=2)=[CH:14][CH:13]=1, predict the reactants needed to synthesize it. (4) Given the product [Cl:1][C:2]1[CH:9]=[C:8]([NH:10][C@H:11]2[CH2:15][C:14](=[O:16])[N:13]([CH2:17][CH2:31][O:33][CH3:34])[CH2:12]2)[CH:7]=[CH:6][C:3]=1[C:4]#[N:5], predict the reactants needed to synthesize it. The reactants are: [Cl:1][C:2]1[CH:9]=[C:8]([NH:10][C@H:11]2[CH2:15][C:14](=[O:16])[N:13]([CH3:17])[CH2:12]2)[CH:7]=[CH:6][C:3]=1[C:4]#[N:5].Cl.ClC1C=C(N[C@H](CNC)C[C:31]([O:33][CH3:34])=O)C=CC=1C#N. (5) Given the product [Cl:20][C:21]1[C:29]2[N:28]=[C:27]([CH2:30][CH2:31][CH2:32][N:33]([CH3:34])[CH2:17][CH2:16][C:2]3([OH:1])[CH2:7][CH:6]4[CH2:8][CH2:9][CH:3]3[CH:4]=[C:5]4[C:10]3[CH:15]=[CH:14][CH:13]=[CH:12][CH:11]=3)[NH:26][C:25]=2[CH:24]=[CH:23][CH:22]=1, predict the reactants needed to synthesize it. The reactants are: [OH:1][C:2]1([CH2:16][C:17](O)=O)[CH2:7][CH:6]2[CH2:8][CH2:9][CH:3]1[CH:4]=[C:5]2[C:10]1[CH:15]=[CH:14][CH:13]=[CH:12][CH:11]=1.[Cl:20][C:21]1[C:29]2[N:28]=[C:27]([CH2:30][CH2:31][CH2:32][NH:33][CH3:34])[NH:26][C:25]=2[CH:24]=[CH:23][CH:22]=1. (6) Given the product [OH:3][CH2:4][C@H:6]1[C@H:11]([OH:12])[CH:10]=[CH:9][CH2:8][O:7]1, predict the reactants needed to synthesize it. The reactants are: C([O:3][C:4]([C@H:6]1[C@H:11]([OH:12])[CH:10]=[CH:9][CH2:8][O:7]1)=O)C.[H-].[H-].[H-].[H-].[Li+].[Al+3].CCOC(C)=O.